From a dataset of Forward reaction prediction with 1.9M reactions from USPTO patents (1976-2016). Predict the product of the given reaction. The product is: [Br:20][C:3]1[C:2]([OH:1])=[C:11]2[C:6]([C:7]([CH3:13])=[CH:8][C:9](=[O:12])[NH:10]2)=[CH:5][CH:4]=1. Given the reactants [OH:1][C:2]1[CH:3]=[CH:4][CH:5]=[C:6]2[C:11]=1[NH:10][C:9](=[O:12])[CH:8]=[C:7]2[CH3:13].C(Cl)(Cl)Cl.CO.[Br:20]Br, predict the reaction product.